Dataset: NCI-60 drug combinations with 297,098 pairs across 59 cell lines. Task: Regression. Given two drug SMILES strings and cell line genomic features, predict the synergy score measuring deviation from expected non-interaction effect. Drug 1: C1=NC2=C(N1)C(=S)N=C(N2)N. Drug 2: CCC(=C(C1=CC=CC=C1)C2=CC=C(C=C2)OCCN(C)C)C3=CC=CC=C3.C(C(=O)O)C(CC(=O)O)(C(=O)O)O. Cell line: M14. Synergy scores: CSS=37.2, Synergy_ZIP=-4.01, Synergy_Bliss=-2.29, Synergy_Loewe=-9.77, Synergy_HSA=-2.96.